Dataset: Catalyst prediction with 721,799 reactions and 888 catalyst types from USPTO. Task: Predict which catalyst facilitates the given reaction. (1) Reactant: [CH3:1][C@H:2]1[CH2:7][O:6][CH2:5][CH2:4][N:3]1[C:8]1[CH:13]=[C:12]([CH2:14][S:15]([CH3:18])(=[O:17])=[O:16])[N:11]=[C:10]([C:19]2[CH:20]=[C:21]3[C:25](=[CH:26][CH:27]=2)[N:24](C(OCC)=O)[C:23]([C:33]([O:35][C:36](C)(C)[CH3:37])=[O:34])=[CH:22]3)[N:9]=1. Product: [CH3:1][C@H:2]1[CH2:7][O:6][CH2:5][CH2:4][N:3]1[C:8]1[CH:13]=[C:12]([CH2:14][S:15]([CH3:18])(=[O:17])=[O:16])[N:11]=[C:10]([C:19]2[CH:20]=[C:21]3[C:25](=[CH:26][CH:27]=2)[NH:24][C:23]([C:33]([O:35][CH2:36][CH3:37])=[O:34])=[CH:22]3)[N:9]=1. The catalyst class is: 137. (2) Reactant: C([O:8][C:9]1[CH:25]=[CH:24][N:12]2[C:13](=[O:23])[CH:14]=[C:15]([N:17]3[CH2:22][CH2:21][O:20][CH2:19][CH2:18]3)[N:16]=[C:11]2[CH:10]=1)C1C=CC=CC=1.FC(F)(F)S(OS(C(F)(F)F)(=O)=O)(=O)=O.CO. Product: [OH:8][C:9]1[CH:25]=[CH:24][N:12]2[C:13](=[O:23])[CH:14]=[C:15]([N:17]3[CH2:18][CH2:19][O:20][CH2:21][CH2:22]3)[N:16]=[C:11]2[CH:10]=1. The catalyst class is: 4.